Task: Predict the reactants needed to synthesize the given product.. Dataset: Full USPTO retrosynthesis dataset with 1.9M reactions from patents (1976-2016) (1) The reactants are: [NH2:1][C:2]1[C:3](=[O:11])[NH:4][CH:5]=[CH:6][C:7]=1[N+:8]([O-])=O. Given the product [NH2:1][C:2]1[C:3](=[O:11])[NH:4][CH:5]=[CH:6][C:7]=1[NH2:8], predict the reactants needed to synthesize it. (2) The reactants are: [CH3:1][O:2][C:3]([C:5]1[S:12][C:11]2[CH:10]=[C:9]([C:13]3[CH:14]=[C:15]4[C:20](=[CH:21][CH:22]=3)[N:19]=[C:18](Cl)[CH:17]=[CH:16]4)[NH:8][C:7]=2[CH:6]=1)=[O:4].[F:24][C:25]1[CH:30]=[CH:29][CH:28]=[CH:27][C:26]=1B(O)O.[O-]P([O-])([O-])=O.[K+].[K+].[K+]. Given the product [CH3:1][O:2][C:3]([C:5]1[S:12][C:11]2[CH:10]=[C:9]([C:13]3[CH:14]=[C:15]4[C:20](=[CH:21][CH:22]=3)[N:19]=[C:18]([C:26]3[CH:27]=[CH:28][CH:29]=[CH:30][C:25]=3[F:24])[CH:17]=[CH:16]4)[NH:8][C:7]=2[CH:6]=1)=[O:4], predict the reactants needed to synthesize it.